Dataset: Peptide-MHC class II binding affinity with 134,281 pairs from IEDB. Task: Regression. Given a peptide amino acid sequence and an MHC pseudo amino acid sequence, predict their binding affinity value. This is MHC class II binding data. (1) The peptide sequence is KKFGKGSIVACAKFTCA. The MHC is DRB1_0701 with pseudo-sequence DRB1_0701. The binding affinity (normalized) is 0.510. (2) The peptide sequence is IKEKGKDKWIELKES. The MHC is HLA-DQA10101-DQB10501 with pseudo-sequence HLA-DQA10101-DQB10501. The binding affinity (normalized) is 0. (3) The peptide sequence is FDREFTFGWDELLSK. The binding affinity (normalized) is 0.137. The MHC is HLA-DQA10102-DQB10602 with pseudo-sequence HLA-DQA10102-DQB10602. (4) The peptide sequence is ILSEGNSFTAPNESY. The MHC is HLA-DQA10101-DQB10501 with pseudo-sequence HLA-DQA10101-DQB10501. The binding affinity (normalized) is 0.150. (5) The peptide sequence is NMEVRGGMVAPLYGV. The MHC is HLA-DQA10303-DQB10402 with pseudo-sequence HLA-DQA10303-DQB10402. The binding affinity (normalized) is 0.472. (6) The MHC is DRB1_0701 with pseudo-sequence DRB1_0701. The peptide sequence is ALDVWALGLAIFEFV. The binding affinity (normalized) is 0.733. (7) The binding affinity (normalized) is 0.625. The MHC is DRB1_0101 with pseudo-sequence DRB1_0101. The peptide sequence is SMSYSWTGALVTPCAAEEQK.